From a dataset of Retrosynthesis with 50K atom-mapped reactions and 10 reaction types from USPTO. Predict the reactants needed to synthesize the given product. (1) The reactants are: CCC1(c2ccc(F)c(C=O)c2OC)OCCO1.[Li]CCCC. Given the product C=Cc1c(F)ccc(C2(CC)OCCO2)c1OC, predict the reactants needed to synthesize it. (2) Given the product Cc1nc2c(o1)-c1ccccc1N(C(=O)c1ccc(CNC(=O)C3CCN(CCC(C)(C)C)CC3)c(C)c1)CC2, predict the reactants needed to synthesize it. The reactants are: CC(C)(C)CCN1CCC(C(=O)O)CC1.Cc1nc2c(o1)-c1ccccc1N(C(=O)c1ccc(CN)c(C)c1)CC2.